From a dataset of Reaction yield outcomes from USPTO patents with 853,638 reactions. Predict the reaction yield, written as a fraction of the theoretical maximum amount of product (1.0 means a 100% yield; for example, 0.34 means a 34% yield). (1) The reactants are [C:1]1([N:7]2[C:11]([C:12]3[CH:22]=[CH:21][C:15]4[O:16][CH2:17][C:18](=[O:20])[NH:19][C:14]=4[CH:13]=3)=[CH:10][C:9]([C:23]([F:26])([F:25])[F:24])=[N:8]2)[CH:6]=[CH:5][CH:4]=[CH:3][CH:2]=1.C1C(=O)N([Br:34])C(=O)C1. The catalyst is CN(C=O)C. The product is [Br:34][C:10]1[C:9]([C:23]([F:24])([F:25])[F:26])=[N:8][N:7]([C:1]2[CH:2]=[CH:3][CH:4]=[CH:5][CH:6]=2)[C:11]=1[C:12]1[CH:22]=[CH:21][C:15]2[O:16][CH2:17][C:18](=[O:20])[NH:19][C:14]=2[CH:13]=1. The yield is 0.120. (2) The reactants are C1C2C(COC(=O)[NH:17][C:18]3[CH:23]=[CH:22][C:21]([NH:24][C:25]([C:27]4[C:28]([O:33][CH2:34][C:35]5[CH:40]=[CH:39][CH:38]=[CH:37][CH:36]=5)=[N:29][CH:30]=[CH:31][CH:32]=4)=[O:26])=[C:20]([O:41][CH2:42][C:43]4[CH:48]=[CH:47][CH:46]=[CH:45][CH:44]=4)[CH:19]=3)C3C(=CC=CC=3)C=2C=CC=1.N1CCCCC1. The catalyst is C1COCC1.CN(C=O)C. The product is [NH2:17][C:18]1[CH:23]=[CH:22][C:21]([NH:24][C:25](=[O:26])[C:27]2[CH:32]=[CH:31][CH:30]=[N:29][C:28]=2[O:33][CH2:34][C:35]2[CH:40]=[CH:39][CH:38]=[CH:37][CH:36]=2)=[C:20]([O:41][CH2:42][C:43]2[CH:48]=[CH:47][CH:46]=[CH:45][CH:44]=2)[CH:19]=1. The yield is 0.810. (3) The reactants are [Br:1][C:2]1[CH:7]=[CH:6][C:5]([N:8]2[C:12](C(O)=O)=[C:11]([C:16]([F:19])([F:18])[F:17])[CH:10]=[N:9]2)=[CH:4][CH:3]=1.C([N:22]([CH2:25]C)CC)C.C1(P(N=[N+]=[N-])(C2C=CC=CC=2)=[O:34])C=CC=CC=1.[C:44]1([C@H:50]([OH:52])[CH3:51])[CH:49]=[CH:48][CH:47]=[CH:46][CH:45]=1. The catalyst is C1(C)C=CC=CC=1. The product is [C:44]1([C@H:50]([O:52][C:25](=[O:34])[NH:22][C:12]2[N:8]([C:5]3[CH:4]=[CH:3][C:2]([Br:1])=[CH:7][CH:6]=3)[N:9]=[CH:10][C:11]=2[C:16]([F:17])([F:18])[F:19])[CH3:51])[CH:49]=[CH:48][CH:47]=[CH:46][CH:45]=1. The yield is 0.540. (4) The reactants are [S:1]1[CH2:5][CH2:4][C:3]2[CH:6]=[C:7]([CH2:10][C:11]([OH:13])=[O:12])[CH:8]=[CH:9][C:2]1=2.[CH3:14]O. The catalyst is Cl. The product is [CH3:14][O:12][C:11](=[O:13])[CH2:10][C:7]1[CH:8]=[CH:9][C:2]2[S:1][CH2:5][CH2:4][C:3]=2[CH:6]=1. The yield is 0.940. (5) The reactants are FC(F)(F)C(O)=O.C([SiH](CC)CC)C.[CH2:15]([C:17]1[NH:18][C:19]2[C:24]([CH:25]=1)=[CH:23][CH:22]=[CH:21][CH:20]=2)[CH3:16].[N+:26]([C:29]1[CH:36]=[CH:35][C:32]([CH:33]=O)=[CH:31][CH:30]=1)([O-:28])=[O:27].[OH-].[Na+].[Cl-].[Na+]. The catalyst is ClCCl. The product is [CH2:15]([C:17]1[NH:18][C:19]2[C:24]([C:25]=1[CH2:33][C:32]1[CH:35]=[CH:36][C:29]([N+:26]([O-:28])=[O:27])=[CH:30][CH:31]=1)=[CH:23][CH:22]=[CH:21][CH:20]=2)[CH3:16]. The yield is 0.415. (6) The reactants are [Cl:1][C:2]1[CH:3]=[C:4]([OH:16])[CH:5]=[C:6]([Cl:15])[C:7]=1[CH2:8][N:9]1[CH2:14][CH2:13][CH2:12][CH2:11][CH2:10]1.N1C=CC=CC=1.[F:23][C:24]([F:30])([F:29])[S:25](Cl)(=[O:27])=[O:26]. The catalyst is C(Cl)Cl. The product is [Cl:1][C:2]1[CH:3]=[C:4]([O:16][S:25]([C:24]([F:30])([F:29])[F:23])(=[O:27])=[O:26])[CH:5]=[C:6]([Cl:15])[C:7]=1[CH2:8][N:9]1[CH2:10][CH2:11][CH2:12][CH2:13][CH2:14]1. The yield is 0.760.